Dataset: Full USPTO retrosynthesis dataset with 1.9M reactions from patents (1976-2016). Task: Predict the reactants needed to synthesize the given product. (1) Given the product [OH:19][C:14]1[CH:15]=[CH:16][CH:17]=[CH:18][C:13]=1[C:4]1[N:3]=[C:2]([N:20]2[CH2:25][CH2:24][CH2:23][C@@H:22]([NH:26][C:27](=[O:33])[O:28][C:29]([CH3:31])([CH3:30])[CH3:32])[CH2:21]2)[C:11]2[C:6](=[CH:7][C:8]([CH3:12])=[CH:9][CH:10]=2)[N:5]=1, predict the reactants needed to synthesize it. The reactants are: Cl[C:2]1[C:11]2[C:6](=[CH:7][C:8]([CH3:12])=[CH:9][CH:10]=2)[N:5]=[C:4]([C:13]2[CH:18]=[CH:17][CH:16]=[CH:15][C:14]=2[OH:19])[N:3]=1.[NH:20]1[CH2:25][CH2:24][CH2:23][C@@H:22]([NH:26][C:27](=[O:33])[O:28][C:29]([CH3:32])([CH3:31])[CH3:30])[CH2:21]1.C(N(CC)CC)C. (2) Given the product [CH2:30]([O:37][C:38]([N:40]1[CH:45]2[CH2:46][N:47]([C:20]([C:19]3[CH:18]=[N:17][C:16]([NH:15][C:12]4[N:13]=[CH:14][C:9]5[CH:8]=[C:7]([C:25](=[O:29])[N:26]([CH3:28])[CH3:27])[N:6]([CH:1]6[CH2:5][CH2:4][CH2:3][CH2:2]6)[C:10]=5[N:11]=4)=[CH:24][CH:23]=3)=[O:21])[CH2:48][CH:41]1[CH2:42][O:43][CH2:44]2)=[O:39])[C:31]1[CH:32]=[CH:33][CH:34]=[CH:35][CH:36]=1, predict the reactants needed to synthesize it. The reactants are: [CH:1]1([N:6]2[C:10]3[N:11]=[C:12]([NH:15][C:16]4[CH:24]=[CH:23][C:19]([C:20](O)=[O:21])=[CH:18][N:17]=4)[N:13]=[CH:14][C:9]=3[CH:8]=[C:7]2[C:25](=[O:29])[N:26]([CH3:28])[CH3:27])[CH2:5][CH2:4][CH2:3][CH2:2]1.[CH2:30]([O:37][C:38]([N:40]1[CH:45]2[CH2:46][NH:47][CH2:48][CH:41]1[CH2:42][O:43][CH2:44]2)=[O:39])[C:31]1[CH:36]=[CH:35][CH:34]=[CH:33][CH:32]=1. (3) Given the product [CH3:1][O:2][C:3]1[N:4]=[N:5][C:6]([O:9][CH3:10])=[CH:7][C:8]=1[Sn:20]([CH2:22][CH2:23][CH2:24][CH3:25])([CH2:26][CH2:27][CH2:28][CH3:29])[CH2:16][CH2:17][CH2:18][CH3:19], predict the reactants needed to synthesize it. The reactants are: [CH3:1][O:2][C:3]1[N:4]=[N:5][C:6]([O:9][CH3:10])=[CH:7][CH:8]=1.[Li]CCCC.[CH2:16]([Sn:20]([CH2:26][CH2:27][CH2:28][CH3:29])([CH2:22][CH2:23][CH2:24][CH3:25])Cl)[CH2:17][CH2:18][CH3:19].[NH4+].[Cl-].